Predict the reactants needed to synthesize the given product. From a dataset of Full USPTO retrosynthesis dataset with 1.9M reactions from patents (1976-2016). (1) The reactants are: [F:1][C:2]1[CH:3]=[C:4](B(O)O)[CH:5]=[CH:6][C:7]=1[CH3:8].Cl[C:13]1[C:22]2[C:17](=[CH:18][CH:19]=[CH:20][CH:21]=2)[C:16]([NH:23][C:24]2[CH:29]=[CH:28][C:27]([S:30][C:31]3[CH:36]=[CH:35][N:34]=[C:33]4[CH:37]=[C:38]([Si](C)(C)C)[O:39][C:32]=34)=[CH:26][CH:25]=2)=[N:15][N:14]=1.C(=O)([O-])[O-].[Na+].[Na+].CCCC[N+](CCCC)(CCCC)CCCC.[F-]. Given the product [F:1][C:2]1[CH:3]=[C:4]([C:13]2[C:22]3[C:17](=[CH:18][CH:19]=[CH:20][CH:21]=3)[C:16]([NH:23][C:24]3[CH:29]=[CH:28][C:27]([S:30][C:31]4[CH:36]=[CH:35][N:34]=[C:33]5[CH:37]=[CH:38][O:39][C:32]=45)=[CH:26][CH:25]=3)=[N:15][N:14]=2)[CH:5]=[CH:6][C:7]=1[CH3:8], predict the reactants needed to synthesize it. (2) Given the product [CH2:3]([C:5]1[C:9]2=[N:10][C:11]([C:14]([F:16])([F:17])[F:15])=[CH:12][CH:13]=[C:8]2[N:7]([NH2:18])[CH:6]=1)[CH3:4], predict the reactants needed to synthesize it. The reactants are: [H-].[Na+].[CH2:3]([C:5]1[C:9]2=[N:10][C:11]([C:14]([F:17])([F:16])[F:15])=[CH:12][CH:13]=[C:8]2[NH:7][CH:6]=1)[CH3:4].[NH4+:18].[Cl-]. (3) Given the product [CH3:18][C:8]1[NH:7][CH:6]=[C:10]([CH3:11])[C:9]=1[CH2:12][CH2:13][C:14]([OH:16])=[O:15], predict the reactants needed to synthesize it. The reactants are: C(OC([C:6]1[NH:7][C:8]([CH3:18])=[C:9]([CH2:12][CH2:13][C:14]([O:16]C)=[O:15])[C:10]=1[CH3:11])=O)C.[OH-].[Na+]. (4) The reactants are: [CH2:1]([N:5]1[C:14]([CH2:15][NH:16]C(=O)OCC2C3C=CC=CC=3C3C2=CC=CC=3)=[C:13]([C:34]2[CH:39]=[CH:38][CH:37]=[CH:36][CH:35]=2)[C:12]2[C:7](=[CH:8][CH:9]=[C:10]([C:40]3[S:41][CH:42]=[C:43]([CH3:45])[N:44]=3)[CH:11]=2)[C:6]1=[O:46])[CH:2]([CH3:4])[CH3:3].N1CCCC1.O. Given the product [NH2:16][CH2:15][C:14]1[N:5]([CH2:1][CH:2]([CH3:4])[CH3:3])[C:6](=[O:46])[C:7]2[C:12]([C:13]=1[C:34]1[CH:39]=[CH:38][CH:37]=[CH:36][CH:35]=1)=[CH:11][C:10]([C:40]1[S:41][CH:42]=[C:43]([CH3:45])[N:44]=1)=[CH:9][CH:8]=2, predict the reactants needed to synthesize it.